Dataset: Forward reaction prediction with 1.9M reactions from USPTO patents (1976-2016). Task: Predict the product of the given reaction. Given the reactants [Cl:1][C:2]1[N:7]=[C:6]([NH:8][CH2:9][C:10]([CH3:14])([CH3:13])[CH2:11][NH2:12])[CH:5]=[C:4]([C:15]2[C:23]3[C:18](=[N:19][CH:20]=[CH:21][CH:22]=3)[NH:17][CH:16]=2)[CH:3]=1.C(N(CC)CC)C.[CH3:31][S:32](Cl)(=[O:34])=[O:33].O, predict the reaction product. The product is: [Cl:1][C:2]1[N:7]=[C:6]([NH:8][CH2:9][C:10]([CH3:14])([CH3:13])[CH2:11][NH:12][S:32]([CH3:31])(=[O:34])=[O:33])[CH:5]=[C:4]([C:15]2[C:23]3[C:18](=[N:19][CH:20]=[CH:21][CH:22]=3)[NH:17][CH:16]=2)[CH:3]=1.